Dataset: Peptide-MHC class II binding affinity with 134,281 pairs from IEDB. Task: Regression. Given a peptide amino acid sequence and an MHC pseudo amino acid sequence, predict their binding affinity value. This is MHC class II binding data. (1) The peptide sequence is AFKVAATAANAAP. The MHC is HLA-DQA10301-DQB10302 with pseudo-sequence HLA-DQA10301-DQB10302. The binding affinity (normalized) is 0.311. (2) The peptide sequence is QTKIQYVIRAQLHVG. The MHC is HLA-DQA10103-DQB10603 with pseudo-sequence HLA-DQA10103-DQB10603. The binding affinity (normalized) is 0. (3) The peptide sequence is RVNQLIRYSGYRETP. The MHC is DRB4_0101 with pseudo-sequence DRB4_0103. The binding affinity (normalized) is 0.523. (4) The peptide sequence is IMAIAACAMLLVKHK. The MHC is DRB1_0101 with pseudo-sequence DRB1_0101. The binding affinity (normalized) is 0.758. (5) The peptide sequence is DISSNKSVVVPKLDE. The MHC is DRB1_0101 with pseudo-sequence DRB1_0101. The binding affinity (normalized) is 0.305. (6) The peptide sequence is ILRQLLTGGVKKGRPSLKLQ. The MHC is DRB1_0901 with pseudo-sequence DRB1_0901. The binding affinity (normalized) is 0.317.